This data is from Catalyst prediction with 721,799 reactions and 888 catalyst types from USPTO. The task is: Predict which catalyst facilitates the given reaction. (1) Reactant: [F:1][C:2]([F:7])([F:6])[C:3]([OH:5])=[O:4].[CH3:8][CH:9]1[CH2:18][CH2:17][C:16]2[C:11](=[CH:12][CH:13]=[CH:14][C:15]=2[N:19]2[CH2:24][CH2:23][NH:22][CH2:21][CH2:20]2)[N:10]1[S:25]([C:28]1[CH:33]=[CH:32][C:31]([CH3:34])=[CH:30][CH:29]=1)(=[O:27])=[O:26].[H-].[Na+].CI. Product: [F:1][C:2]([F:7])([F:6])[C:3]([OH:5])=[O:4].[CH3:8][CH:9]1[CH2:18][CH2:17][C:16]2[C:11](=[CH:12][CH:13]=[CH:14][C:15]=2[N:19]2[CH2:20][CH2:21][N:22]([CH3:2])[CH2:23][CH2:24]2)[N:10]1[S:25]([C:28]1[CH:29]=[CH:30][C:31]([CH3:34])=[CH:32][CH:33]=1)(=[O:27])=[O:26]. The catalyst class is: 3. (2) Reactant: [CH2:1]([OH:7])/[CH:2]=[CH:3]/[CH:4]=[CH:5]/[CH3:6].[C:8]1(=[O:14])[O:13][C:11](=[O:12])[CH2:10][CH2:9]1.C(N(CC)C(C)C)(C)C. Product: [CH2:1]([O:7][C:8](=[O:14])[CH2:9][CH2:10][C:11]([OH:13])=[O:12])/[CH:2]=[CH:3]/[CH:4]=[CH:5]/[CH3:6]. The catalyst class is: 27. (3) Reactant: [CH3:1][O:2][C:3]1[CH:4]=[C:5]([C:11]2[CH2:20][C:15]3([CH2:19][CH2:18][CH2:17][CH2:16]3)[C:14](=[O:21])[N:13]([CH:22]3[CH2:27][CH2:26][N:25]([C:28](=[O:45])[C@@H:29]([NH:37]C(=O)OC(C)(C)C)[CH2:30][C:31]4[CH:32]=[N:33][CH:34]=[CH:35][CH:36]=4)[CH2:24][CH2:23]3)[N:12]=2)[CH:6]=[CH:7][C:8]=1[O:9][CH3:10].FC(F)(F)C(O)=O.C(=O)(O)[O-].[Na+]. Product: [NH2:37][C@@H:29]([CH2:30][C:31]1[CH:32]=[N:33][CH:34]=[CH:35][CH:36]=1)[C:28]([N:25]1[CH2:24][CH2:23][CH:22]([N:13]2[N:12]=[C:11]([C:5]3[CH:6]=[CH:7][C:8]([O:9][CH3:10])=[C:3]([O:2][CH3:1])[CH:4]=3)[CH2:20][C:15]3([CH2:19][CH2:18][CH2:17][CH2:16]3)[C:14]2=[O:21])[CH2:27][CH2:26]1)=[O:45]. The catalyst class is: 2. (4) Product: [Cl:1][C:2]1[C:10]([C:11]2[N:15]([CH3:16])[N:14]=[CH:13][CH:12]=2)=[CH:9][C:8]([Cl:17])=[CH:7][C:3]=1[C:4]([NH:19][CH2:20][C:21]1[C:22](=[O:29])[NH:23][C:24]([CH3:28])=[CH:25][C:26]=1[CH3:27])=[O:6]. The catalyst class is: 4. Reactant: [Cl:1][C:2]1[C:10]([C:11]2[N:15]([CH3:16])[N:14]=[CH:13][CH:12]=2)=[CH:9][C:8]([Cl:17])=[CH:7][C:3]=1[C:4]([OH:6])=O.Cl.[NH2:19][CH2:20][C:21]1[C:22](=[O:29])[NH:23][C:24]([CH3:28])=[CH:25][C:26]=1[CH3:27].C1C=NC2N(O)N=NC=2C=1.CN1CCOCC1.C(Cl)CCl. (5) Reactant: [N+:1]([C:4]1[CH:9]=[CH:8][C:7]([O:10][C:11]2[CH:16]=[CH:15][CH:14]=[CH:13][CH:12]=2)=[CH:6][C:5]=1[CH3:17])([O-:3])=[O:2].C[O:19]C(OC)N(C)C. Product: [N+:1]([C:4]1[CH:9]=[CH:8][C:7]([O:10][C:11]2[CH:16]=[CH:15][CH:14]=[CH:13][CH:12]=2)=[CH:6][C:5]=1[CH:17]=[O:19])([O-:3])=[O:2]. The catalyst class is: 18. (6) Reactant: [I:1][C:2]1[CH:6]=[C:5]([CH:7]2[CH2:12][CH2:11][NH:10][CH2:9][CH2:8]2)[N:4]([CH:13]([CH3:15])[CH3:14])[N:3]=1.C(=O)([O-])[O-].[Cs+].[Cs+].Br[CH2:23][C:24]#[N:25]. Product: [I:1][C:2]1[CH:6]=[C:5]([CH:7]2[CH2:12][CH2:11][N:10]([CH2:23][C:24]#[N:25])[CH2:9][CH2:8]2)[N:4]([CH:13]([CH3:15])[CH3:14])[N:3]=1. The catalyst class is: 9.